Dataset: Reaction yield outcomes from USPTO patents with 853,638 reactions. Task: Predict the reaction yield, written as a fraction of the theoretical maximum amount of product (1.0 means a 100% yield; for example, 0.34 means a 34% yield). (1) The reactants are [NH:1]1[CH:5]=[CH:4][N:3]=[C:2]1[CH2:6][N:7]1[CH2:12][CH2:11][CH:10]([N:13]2[C:17]3=[N:18][CH:19]=[N:20][C:21]([NH2:22])=[C:16]3[C:15](I)=[N:14]2)[CH2:9][CH2:8]1.[CH3:24][O:25][C:26]1[CH:31]=[C:30](B2OC(C)(C)C(C)(C)O2)[CH:29]=[CH:28][C:27]=1[NH:41][C:42](=[O:48])[O:43][C:44]([CH3:47])([CH3:46])[CH3:45].C(=O)([O-])[O-].[Na+].[Na+].COCCOC. The catalyst is O. The product is [NH2:22][C:21]1[N:20]=[CH:19][N:18]=[C:17]2[N:13]([CH:10]3[CH2:11][CH2:12][N:7]([CH2:6][C:2]4[NH:3][CH:4]=[CH:5][N:1]=4)[CH2:8][CH2:9]3)[N:14]=[C:15]([C:30]3[CH:29]=[CH:28][C:27]([NH:41][C:42](=[O:48])[O:43][C:44]([CH3:45])([CH3:46])[CH3:47])=[C:26]([O:25][CH3:24])[CH:31]=3)[C:16]=12. The yield is 0.410. (2) The reactants are Cl.[CH3:2][CH:3]1[CH2:8][CH2:7][N:6]([CH2:9][C:10]([OH:12])=O)[CH2:5][CH2:4]1.[NH2:13][C@@H:14]([CH2:32][O:33][CH2:34][C:35]1[CH:40]=[CH:39][CH:38]=[CH:37][CH:36]=1)[C:15]([NH:17][C:18]1[CH:23]=[CH:22][C:21]([O:24][C:25]2[CH:30]=[CH:29][C:28]([F:31])=[CH:27][CH:26]=2)=[CH:20][CH:19]=1)=[O:16]. No catalyst specified. The product is [CH2:34]([O:33][CH2:32][C@H:14]([NH:13][C:10](=[O:12])[CH2:9][N:6]1[CH2:5][CH2:4][CH:3]([CH3:2])[CH2:8][CH2:7]1)[C:15]([NH:17][C:18]1[CH:23]=[CH:22][C:21]([O:24][C:25]2[CH:30]=[CH:29][C:28]([F:31])=[CH:27][CH:26]=2)=[CH:20][CH:19]=1)=[O:16])[C:35]1[CH:40]=[CH:39][CH:38]=[CH:37][CH:36]=1. The yield is 0.462. (3) The reactants are [NH2:1][C:2]1[CH:10]=[CH:9][C:5]([C:6]([NH2:8])=[O:7])=[CH:4][CH:3]=1.I[C:12]1[CH:13]=[C:14]([CH3:19])[CH:15]=[C:16]([CH3:18])[CH:17]=1. No catalyst specified. The product is [NH2:1][C:2]1[CH:10]=[CH:9][C:5]([C:6]([NH:8][C:12]2[CH:17]=[C:16]([CH3:18])[CH:15]=[C:14]([CH3:19])[CH:13]=2)=[O:7])=[CH:4][CH:3]=1. The yield is 0.980. (4) The reactants are [Br:1][C:2]1[CH:11]=[CH:10][C:5]([C:6]([O:8][CH3:9])=[O:7])=[CH:4][C:3]=1[C:12](OC)=[O:13].[H-].C([Al+]CC(C)C)C(C)C.CO. The catalyst is C1COCC1.CCCCCC. The product is [Br:1][C:2]1[CH:11]=[CH:10][C:5]([C:6]([O:8][CH3:9])=[O:7])=[CH:4][C:3]=1[CH2:12][OH:13]. The yield is 0.380. (5) The reactants are [P:1]([O:13][CH2:14][CH2:15][NH:16][S:17]([C:20]1[CH:37]=[CH:36][C:23]2[C:24]3[CH:25]([CH2:34][Cl:35])[CH2:26][NH:27][C:28]=3[CH:29]=[C:30]([N+:31]([O-:33])=[O:32])[C:22]=2[CH:21]=1)(=[O:19])=[O:18])([O:8][C:9]([CH3:12])([CH3:11])[CH3:10])([O:3][C:4]([CH3:7])([CH3:6])[CH3:5])=[O:2].Cl.[CH3:39][N:40]([CH3:56])[CH2:41][CH2:42][O:43][C:44]1[CH:45]=[C:46]2[C:50](=[CH:51][CH:52]=1)[NH:49][C:48]([C:53](O)=[O:54])=[CH:47]2.CCN=C=NCCCN(C)C.CC1C=CC(S(O)(=O)=O)=CC=1. The catalyst is CC(N(C)C)=O. The product is [P:1]([O:13][CH2:14][CH2:15][NH:16][S:17]([C:20]1[CH:37]=[CH:36][C:23]2[C:24]3[CH:25]([CH2:34][Cl:35])[CH2:26][N:27]([C:53]([C:48]4[NH:49][C:50]5[C:46]([CH:47]=4)=[CH:45][C:44]([O:43][CH2:42][CH2:41][N:40]([CH3:56])[CH3:39])=[CH:52][CH:51]=5)=[O:54])[C:28]=3[CH:29]=[C:30]([N+:31]([O-:33])=[O:32])[C:22]=2[CH:21]=1)(=[O:19])=[O:18])([O:8][C:9]([CH3:12])([CH3:11])[CH3:10])([O:3][C:4]([CH3:7])([CH3:6])[CH3:5])=[O:2]. The yield is 0.880. (6) The yield is 0.950. The product is [Cl:24][C:20]1[N:19]=[CH:18][N:17]=[C:16]2[N:12]([C:3]3[CH:4]=[CH:5][C:6]([S:8]([CH3:11])(=[O:10])=[O:9])=[CH:7][C:2]=3[F:1])[N:13]=[CH:14][C:15]=12. The reactants are [F:1][C:2]1[CH:7]=[C:6]([S:8]([CH3:11])(=[O:10])=[O:9])[CH:5]=[CH:4][C:3]=1[N:12]1[C:16]2=[N:17][CH:18]=[N:19][C:20](O)=[C:15]2[CH:14]=[N:13]1.O=P(Cl)(Cl)[Cl:24].CN(C)C1C=CC=CC=1. No catalyst specified. (7) The reactants are N1C=CC=CC=1.F[C:8](F)(F)[C:9]([O:11][C:12]1[C:17]([F:18])=[C:16]([F:19])[C:15]([F:20])=[C:14]([F:21])[C:13]=1[F:22])=[O:10].[N:25]([C:31]([O:33][CH2:34][C:35]1[CH:40]=[CH:39][CH:38]=[CH:37][CH:36]=1)=[O:32])(CC(O)=O)[CH3:26]. The catalyst is C(Cl)Cl. The product is [N:25]([C:31]([O:33][CH2:34][C:35]1[CH:40]=[CH:39][CH:38]=[CH:37][CH:36]=1)=[O:32])([CH2:8][C:9]([O:11][C:12]1[C:17]([F:18])=[C:16]([F:19])[C:15]([F:20])=[C:14]([F:21])[C:13]=1[F:22])=[O:10])[CH3:26]. The yield is 1.00. (8) The reactants are F.F.F.C(N(CC)CC)C.[Si]([O:28][CH2:29][C@H:30]1[O:34][C@@H:33]([N:35]2[CH:42]=[C:41]([CH3:43])[C:39](=[O:40])[NH:38][C:36]2=[O:37])[C@H:32]([O:44][CH2:45][CH2:46][O:47][N:48]([CH3:50])[CH3:49])[C@@H:31]1[OH:51])(C(C)(C)C)(C1C=CC=CC=1)C1C=CC=CC=1.CO. The catalyst is C1COCC1.C(Cl)Cl. The product is [CH3:49][N:48]([CH3:50])[O:47][CH2:46][CH2:45][O:44][C@@H:32]1[C@H:31]([OH:51])[C@@H:30]([CH2:29][OH:28])[O:34][C@H:33]1[N:35]1[CH:42]=[C:41]([CH3:43])[C:39](=[O:40])[NH:38][C:36]1=[O:37]. The yield is 0.925. (9) The reactants are [CH2:1](Br)[C:2]1[CH:7]=[CH:6][CH:5]=[CH:4][CH:3]=1.[NH:9]1[C:13]([C:14]2[CH:15]=[C:16]([C:20]3[CH:21]=[CH:22][C:23]4[O:27][C:26]([C:28]5[CH:33]=[CH:32][C:31]([F:34])=[CH:30][CH:29]=5)=[C:25]([C:35]([NH:37][CH3:38])=[O:36])[C:24]=4[CH:39]=3)[CH:17]=[CH:18][CH:19]=2)=[N:12][N:11]=[N:10]1.C([O-])([O-])=O.[Na+].[Na+]. The catalyst is CN(C=O)C. The product is [CH2:1]([N:10]1[N:11]=[N:12][C:13]([C:14]2[CH:15]=[C:16]([C:20]3[CH:21]=[CH:22][C:23]4[O:27][C:26]([C:28]5[CH:33]=[CH:32][C:31]([F:34])=[CH:30][CH:29]=5)=[C:25]([C:35]([NH:37][CH3:38])=[O:36])[C:24]=4[CH:39]=3)[CH:17]=[CH:18][CH:19]=2)=[N:9]1)[C:2]1[CH:7]=[CH:6][CH:5]=[CH:4][CH:3]=1. The yield is 0.190. (10) The reactants are C([O:3][C:4]([C:6]1[NH:7][CH:8]=[N:9][C:10]=1[C:11]([CH3:15])([CH3:14])[CH:12]=[CH2:13])=O)C.[H-].[Al+3].[Li+].[H-].[H-].[H-].O. The catalyst is C1COCC1. The product is [CH3:15][C:11]([C:10]1[N:9]=[CH:8][NH:7][C:6]=1[CH2:4][OH:3])([CH3:14])[CH:12]=[CH2:13]. The yield is 1.02.